Dataset: Forward reaction prediction with 1.9M reactions from USPTO patents (1976-2016). Task: Predict the product of the given reaction. (1) Given the reactants C([O:4][C:5]([C@H:7]1[CH2:12][CH2:11][C@H:10]([CH:13]([NH:28][C:29]([O:31][C:32]([CH3:35])([CH3:34])[CH3:33])=[O:30])[CH2:14][NH:15][C:16]([C:18]2([C:21]3[CH:26]=[CH:25][C:24]([Cl:27])=[CH:23][CH:22]=3)[CH2:20][CH2:19]2)=[O:17])[CH2:9][CH2:8]1)=[O:6])CC.[Li+].[OH-].[OH-].[Na+].Cl, predict the reaction product. The product is: [C:32]([O:31][C:29]([NH:28][CH:13]([C@H:10]1[CH2:9][CH2:8][C@H:7]([C:5]([OH:6])=[O:4])[CH2:12][CH2:11]1)[CH2:14][NH:15][C:16]([C:18]1([C:21]2[CH:22]=[CH:23][C:24]([Cl:27])=[CH:25][CH:26]=2)[CH2:20][CH2:19]1)=[O:17])=[O:30])([CH3:35])([CH3:33])[CH3:34]. (2) Given the reactants [C:1]([O:5][C:6]([N:8]1[CH2:15][CH2:14][CH:13]2[CH:11]([O:12]2)[CH2:10][CH2:9]1)=[O:7])([CH3:4])([CH3:3])[CH3:2].O.[Cl-].[NH4+].[N-:19]=[N+:20]=[N-:21].[Na+], predict the reaction product. The product is: [C:1]([O:5][C:6]([N:8]1[CH2:15][CH2:14][CH:13]([OH:12])[CH:11]([N:19]=[N+:20]=[N-:21])[CH2:10][CH2:9]1)=[O:7])([CH3:4])([CH3:3])[CH3:2]. (3) Given the reactants [C:1]([NH:4][CH2:5][CH2:6][CH2:7][C@H:8]([C@@H:23]1[CH2:28][CH2:27][CH2:26][N:25](C(OC(C)(C)C)=O)[CH2:24]1)[C:9]1[CH:10]=[C:11]([C:16]2[CH:21]=[CH:20][CH:19]=[C:18]([CH3:22])[CH:17]=2)[C:12]([F:15])=[CH:13][CH:14]=1)(=[O:3])[CH3:2].C([O-])(O)=O.[Na+], predict the reaction product. The product is: [F:15][C:12]1[C:11]([C:16]2[CH:21]=[CH:20][CH:19]=[C:18]([CH3:22])[CH:17]=2)=[CH:10][C:9]([C@@H:8]([C@@H:23]2[CH2:28][CH2:27][CH2:26][NH:25][CH2:24]2)[CH2:7][CH2:6][CH2:5][NH:4][C:1](=[O:3])[CH3:2])=[CH:14][CH:13]=1. (4) Given the reactants B1(C)OC(C2C=CC=CC=2)(C2C=CC=CC=2)[C@@H]2N1CCC2.[O:22]=[C:23]1[C:31]2[CH:30]=[CH:29][CH:28]=[C:27]([C:32]#[N:33])[C:26]=2[CH2:25][CH2:24]1, predict the reaction product. The product is: [OH:22][C@@H:23]1[C:31]2[CH:30]=[CH:29][CH:28]=[C:27]([C:32]#[N:33])[C:26]=2[CH2:25][CH2:24]1. (5) Given the reactants C(N(C(C)C)C(C)C)C.Cl[C:11]1[N:16]=[CH:15][C:14]([CH2:17][CH3:18])=[CH:13][N:12]=1.[CH3:19][S:20]([C:23]1[CH:28]=[CH:27][C:26]([C:29]2[CH:30]=[CH:31][C:32]3[O:36][CH:35]([CH:37]4[CH2:42][CH2:41][NH:40][CH2:39][CH2:38]4)[CH2:34][C:33]=3[CH:43]=2)=[CH:25][CH:24]=1)(=[O:22])=[O:21].ClCCl, predict the reaction product. The product is: [CH2:17]([C:14]1[CH:13]=[N:12][C:11]([N:40]2[CH2:41][CH2:42][CH:37]([CH:35]3[CH2:34][C:33]4[CH:43]=[C:29]([C:26]5[CH:27]=[CH:28][C:23]([S:20]([CH3:19])(=[O:22])=[O:21])=[CH:24][CH:25]=5)[CH:30]=[CH:31][C:32]=4[O:36]3)[CH2:38][CH2:39]2)=[N:16][CH:15]=1)[CH3:18]. (6) Given the reactants CS(O[CH2:6][CH2:7][C:8]1[CH:13]=[CH:12][C:11]([NH:14][C:15]2[N:24]=[CH:23][C:22]3[CH2:21][C@H:20]([C:25]4[CH:30]=[CH:29][CH:28]=[CH:27][C:26]=4[Cl:31])[C:19]4[CH:32]=[CH:33][CH:34]=[CH:35][C:18]=4[C:17]=3[N:16]=2)=[CH:10][CH:9]=1)(=O)=O.[NH:36]1[CH2:41][CH2:40][CH2:39][CH2:38][CH2:37]1, predict the reaction product. The product is: [ClH:31].[Cl:31][C:26]1[CH:27]=[CH:28][CH:29]=[CH:30][C:25]=1[C@@H:20]1[C:19]2[CH:32]=[CH:33][CH:34]=[CH:35][C:18]=2[C:17]2[N:16]=[C:15]([NH:14][C:11]3[CH:10]=[CH:9][C:8]([CH2:7][CH2:6][N:36]4[CH2:41][CH2:40][CH2:39][CH2:38][CH2:37]4)=[CH:13][CH:12]=3)[N:24]=[CH:23][C:22]=2[CH2:21]1. (7) Given the reactants [Br:1][C:2]1[CH:10]=[CH:9][C:5]([C:6]([OH:8])=O)=[C:4]([S:11][C:12]2[CH:17]=[CH:16][CH:15]=[CH:14][C:13]=2[O:18][CH3:19])[CH:3]=1.BrC1C=CC(C(O)=O)=C(OC2C=CC=CC=2)C=1, predict the reaction product. The product is: [Br:1][C:2]1[CH:10]=[CH:9][C:5]2[C:6](=[O:8])[C:17]3[C:12]([S:11][C:4]=2[CH:3]=1)=[C:13]([O:18][CH3:19])[CH:14]=[CH:15][CH:16]=3.